From a dataset of Peptide-MHC class I binding affinity with 185,985 pairs from IEDB/IMGT. Regression. Given a peptide amino acid sequence and an MHC pseudo amino acid sequence, predict their binding affinity value. This is MHC class I binding data. (1) The peptide sequence is AMAAAGMMY. The binding affinity (normalized) is 0.490. The MHC is BoLA-D18.4 with pseudo-sequence BoLA-D18.4. (2) The peptide sequence is NLTDTNFKK. The MHC is HLA-A11:01 with pseudo-sequence HLA-A11:01. The binding affinity (normalized) is 0.400. (3) The peptide sequence is TTHSKGATK. The MHC is HLA-A11:01 with pseudo-sequence HLA-A11:01. The binding affinity (normalized) is 0.491. (4) The peptide sequence is FLQQSIFRF. The MHC is HLA-A02:19 with pseudo-sequence HLA-A02:19. The binding affinity (normalized) is 0.498. (5) The peptide sequence is RGRAATMAL. The MHC is HLA-A24:03 with pseudo-sequence HLA-A24:03. The binding affinity (normalized) is 0.198. (6) The binding affinity (normalized) is 0. The MHC is HLA-A33:01 with pseudo-sequence HLA-A33:01. The peptide sequence is FSENTWRDEY.